This data is from Reaction yield outcomes from USPTO patents with 853,638 reactions. The task is: Predict the reaction yield, written as a fraction of the theoretical maximum amount of product (1.0 means a 100% yield; for example, 0.34 means a 34% yield). (1) The reactants are O1[C:5]2([CH2:10][CH2:9][N:8]([C:11]3[CH:16]=[CH:15][C:14]([N:17]4[C:22](=[O:23])[C:21]([CH2:24][C:25]5[CH:30]=[CH:29][C:28]([C:31]6[CH:36]=[CH:35][CH:34]=[CH:33][C:32]=6[C:37]6[NH:41][C:40](=[O:42])[O:39][N:38]=6)=[CH:27][CH:26]=5)=[C:20]([CH2:43][CH2:44][CH3:45])[N:19]=[C:18]4[CH2:46][CH3:47])=[CH:13][CH:12]=3)[CH2:7][CH2:6]2)[O:4]CC1. The catalyst is O1CCCC1.C(OCC)(=O)C. The product is [CH2:46]([C:18]1[N:17]([C:14]2[CH:13]=[CH:12][C:11]([N:8]3[CH2:9][CH2:10][C:5](=[O:4])[CH2:6][CH2:7]3)=[CH:16][CH:15]=2)[C:22](=[O:23])[C:21]([CH2:24][C:25]2[CH:30]=[CH:29][C:28]([C:31]3[CH:36]=[CH:35][CH:34]=[CH:33][C:32]=3[C:37]3[NH:41][C:40](=[O:42])[O:39][N:38]=3)=[CH:27][CH:26]=2)=[C:20]([CH2:43][CH2:44][CH3:45])[N:19]=1)[CH3:47]. The yield is 0.380. (2) The reactants are [Br:1][CH2:2][CH2:3][CH2:4][CH2:5][CH:6]([CH3:8])[CH3:7].[C:9]1([P:15]([C:22]2[CH:27]=[CH:26][CH:25]=[CH:24][CH:23]=2)[C:16]2[CH:21]=[CH:20][CH:19]=[CH:18][CH:17]=2)[CH:14]=[CH:13][CH:12]=[CH:11][CH:10]=1. The catalyst is C1(C)C=CC=CC=1. The product is [Br-:1].[CH3:7][CH:6]([CH3:8])[CH2:5][CH2:4][CH2:3][CH2:2][P+:15]([C:16]1[CH:17]=[CH:18][CH:19]=[CH:20][CH:21]=1)([C:22]1[CH:27]=[CH:26][CH:25]=[CH:24][CH:23]=1)[C:9]1[CH:10]=[CH:11][CH:12]=[CH:13][CH:14]=1. The yield is 0.810. (3) The reactants are Cl[C:2]([O:4][CH2:5][CH:6]([C:8]1[CH:13]=[CH:12][CH:11]=[CH:10][C:9]=1[N+:14]([O-:16])=[O:15])[CH3:7])=[O:3].[NH2:17][NH2:18]. The catalyst is C(Cl)Cl. The product is [N+:14]([C:9]1[CH:10]=[CH:11][CH:12]=[CH:13][C:8]=1[CH:6]([CH3:7])[CH2:5][O:4][C:2]([NH:17][NH2:18])=[O:3])([O-:16])=[O:15]. The yield is 0.570.